From a dataset of Forward reaction prediction with 1.9M reactions from USPTO patents (1976-2016). Predict the product of the given reaction. Given the reactants F[P-](F)(F)(F)(F)F.N1(O[P+](N(C)C)(N(C)C)N(C)C)C2C=CC=CC=2N=N1.[F:28][C:29]1[CH:34]=[CH:33][C:32]([N:35]2[C:39]([C:40]3[CH:45]=[CH:44][C:43]([S:46]([CH3:49])(=[O:48])=[O:47])=[CH:42][CH:41]=3)=[CH:38][C:37]([CH2:50][C:51]([OH:53])=O)=[C:36]2[CH3:54])=[CH:31][CH:30]=1.[N+]([O-])([O-])=O.[NH2:59][C@@H:60]([CH2:64][O:65][N+:66]([O-:68])=[O:67])[C:61]([OH:63])=[O:62].Cl, predict the reaction product. The product is: [O:65]([CH2:64][C@H:60]([NH:59][C:51](=[O:53])[CH2:50][C:37]1[CH:38]=[C:39]([C:40]2[CH:45]=[CH:44][C:43]([S:46]([CH3:49])(=[O:47])=[O:48])=[CH:42][CH:41]=2)[N:35]([C:32]2[CH:33]=[CH:34][C:29]([F:28])=[CH:30][CH:31]=2)[C:36]=1[CH3:54])[C:61]([OH:63])=[O:62])[N+:66]([O-:68])=[O:67].